Regression. Given two drug SMILES strings and cell line genomic features, predict the synergy score measuring deviation from expected non-interaction effect. From a dataset of NCI-60 drug combinations with 297,098 pairs across 59 cell lines. (1) Drug 1: CCC(=C(C1=CC=CC=C1)C2=CC=C(C=C2)OCCN(C)C)C3=CC=CC=C3.C(C(=O)O)C(CC(=O)O)(C(=O)O)O. Drug 2: C1CN(P(=O)(OC1)NCCCl)CCCl. Cell line: TK-10. Synergy scores: CSS=17.8, Synergy_ZIP=-4.80, Synergy_Bliss=-1.84, Synergy_Loewe=-11.1, Synergy_HSA=1.09. (2) Synergy scores: CSS=-0.829, Synergy_ZIP=-1.51, Synergy_Bliss=-5.11, Synergy_Loewe=-5.95, Synergy_HSA=-4.98. Drug 2: CC1=C(C=C(C=C1)C(=O)NC2=CC(=CC(=C2)C(F)(F)F)N3C=C(N=C3)C)NC4=NC=CC(=N4)C5=CN=CC=C5. Cell line: OVCAR-8. Drug 1: CCC(=C(C1=CC=CC=C1)C2=CC=C(C=C2)OCCN(C)C)C3=CC=CC=C3.C(C(=O)O)C(CC(=O)O)(C(=O)O)O. (3) Drug 1: COC1=NC(=NC2=C1N=CN2C3C(C(C(O3)CO)O)O)N. Drug 2: C1CNP(=O)(OC1)N(CCCl)CCCl. Cell line: UACC-257. Synergy scores: CSS=-4.33, Synergy_ZIP=1.73, Synergy_Bliss=0.828, Synergy_Loewe=-2.77, Synergy_HSA=-2.31. (4) Drug 2: CC1=C(N=C(N=C1N)C(CC(=O)N)NCC(C(=O)N)N)C(=O)NC(C(C2=CN=CN2)OC3C(C(C(C(O3)CO)O)O)OC4C(C(C(C(O4)CO)O)OC(=O)N)O)C(=O)NC(C)C(C(C)C(=O)NC(C(C)O)C(=O)NCCC5=NC(=CS5)C6=NC(=CS6)C(=O)NCCC[S+](C)C)O. Cell line: MDA-MB-435. Drug 1: CC1C(C(CC(O1)OC2CC(CC3=C2C(=C4C(=C3O)C(=O)C5=C(C4=O)C(=CC=C5)OC)O)(C(=O)C)O)N)O.Cl. Synergy scores: CSS=3.73, Synergy_ZIP=1.85, Synergy_Bliss=5.77, Synergy_Loewe=-0.720, Synergy_HSA=1.20. (5) Drug 1: COC1=C(C=C2C(=C1)N=CN=C2NC3=CC(=C(C=C3)F)Cl)OCCCN4CCOCC4. Drug 2: CC1C(C(CC(O1)OC2CC(OC(C2O)C)OC3=CC4=CC5=C(C(=O)C(C(C5)C(C(=O)C(C(C)O)O)OC)OC6CC(C(C(O6)C)O)OC7CC(C(C(O7)C)O)OC8CC(C(C(O8)C)O)(C)O)C(=C4C(=C3C)O)O)O)O. Cell line: NCI-H522. Synergy scores: CSS=67.2, Synergy_ZIP=19.6, Synergy_Bliss=19.2, Synergy_Loewe=19.0, Synergy_HSA=20.0.